This data is from Peptide-MHC class I binding affinity with 185,985 pairs from IEDB/IMGT. The task is: Regression. Given a peptide amino acid sequence and an MHC pseudo amino acid sequence, predict their binding affinity value. This is MHC class I binding data. (1) The peptide sequence is IPKRNRSIL. The MHC is HLA-A11:01 with pseudo-sequence HLA-A11:01. The binding affinity (normalized) is 0.0847. (2) The peptide sequence is KLLARFLFE. The MHC is HLA-A25:01 with pseudo-sequence HLA-A25:01. The binding affinity (normalized) is 0.0847. (3) The peptide sequence is LEGLADAIW. The MHC is HLA-A02:03 with pseudo-sequence HLA-A02:03. The binding affinity (normalized) is 0.0847. (4) The peptide sequence is WPTVRERM. The MHC is HLA-A02:06 with pseudo-sequence HLA-A02:06. The binding affinity (normalized) is 0. (5) The peptide sequence is RTMPNESRV. The MHC is HLA-A02:01 with pseudo-sequence HLA-A02:01. The binding affinity (normalized) is 0.324. (6) The peptide sequence is GMMRWCMPV. The MHC is HLA-A03:19 with pseudo-sequence HLA-A03:19. The binding affinity (normalized) is 0.350. (7) The peptide sequence is IFDDLQGSL. The MHC is HLA-A26:02 with pseudo-sequence HLA-A26:02. The binding affinity (normalized) is 0.0847. (8) The MHC is HLA-A32:01 with pseudo-sequence HLA-A32:01. The binding affinity (normalized) is 1.00. The peptide sequence is SIYRMSYQF.